Dataset: Forward reaction prediction with 1.9M reactions from USPTO patents (1976-2016). Task: Predict the product of the given reaction. Given the reactants C(O[N:9]1[CH:14]=[CH:13][CH:12]=[CH:11][C:10]1=[O:15])C1C=CC=CC=1.Br[C:17]1[CH:25]=[C:24]2[C:20]([C:21]3[CH2:33][N:32]4[CH:28]([CH2:29][CH2:30][CH2:31]4)[CH2:27][C:22]=3[N:23]2[CH3:26])=[CH:19][CH:18]=1.BrC1C=C2C([C:39]3[CH2:51][CH2:50][N:49]4[CH:45]([CH2:46]CC4)[C:40]=3N2C)=CC=1.[ClH:52].[CH3:53][OH:54], predict the reaction product. The product is: [ClH:52].[CH3:26][N:23]1[C:24]2[C:20](=[CH:19][CH:18]=[C:17]([N:9]3[CH:14]=[CH:13][C:12]([O:54][CH2:53][C:51]4[CH:50]=[N:49][C:45]([CH3:46])=[CH:40][CH:39]=4)=[CH:11][C:10]3=[O:15])[CH:25]=2)[C:21]2[CH2:33][N:32]3[CH:28]([CH2:27][C:22]1=2)[CH2:29][CH2:30][CH2:31]3.